From a dataset of CYP2C19 inhibition data for predicting drug metabolism from PubChem BioAssay. Regression/Classification. Given a drug SMILES string, predict its absorption, distribution, metabolism, or excretion properties. Task type varies by dataset: regression for continuous measurements (e.g., permeability, clearance, half-life) or binary classification for categorical outcomes (e.g., BBB penetration, CYP inhibition). Dataset: cyp2c19_veith. (1) The molecule is O=S(=O)(NCc1cc(-c2ccccc2Cl)no1)c1ccc(Cl)cc1. The result is 1 (inhibitor). (2) The drug is O=C(Nc1cccnc1)C1COc2ccccc2O1. The result is 1 (inhibitor). (3) The compound is O=C(Nc1ccc(N2CCCCC2)cc1)c1cncc(Br)c1. The result is 1 (inhibitor). (4) The compound is COc1ccc2[nH]cc(CCNc3ncncc3-c3ccc4c(c3)OCO4)c2c1. The result is 1 (inhibitor). (5) The molecule is Cc1cc(/C=N\NC(=O)c2cccs2)c(C)n1-c1ccc2ncccc2c1. The result is 0 (non-inhibitor). (6) The result is 1 (inhibitor). The molecule is CN(C)C=Nc1ccc2nn(-c3ccccc3)nc2c1. (7) The molecule is COc1cccc(-c2cc(C(=O)Nc3cccc(O)c3)no2)c1. The result is 1 (inhibitor). (8) The molecule is O=C(NC1CCCCC1)C(c1cccs1)N(Cc1cccs1)C(=O)c1ccco1. The result is 1 (inhibitor).